From a dataset of Reaction yield outcomes from USPTO patents with 853,638 reactions. Predict the reaction yield, written as a fraction of the theoretical maximum amount of product (1.0 means a 100% yield; for example, 0.34 means a 34% yield). (1) The reactants are [NH2:1][C:2]1[CH:3]=[C:4]([CH3:17])[CH:5]=[C:6]2[C:10]=1[NH:9][C:8]([C:11]1[CH:16]=[CH:15][CH:14]=[CH:13][N:12]=1)=[CH:7]2.CCN(CC)CC.[C:25](Cl)(=[O:32])[C:26]1[CH:31]=[CH:30][CH:29]=[CH:28][CH:27]=1. The catalyst is ClCCl.O. The product is [CH3:17][C:4]1[CH:5]=[C:6]2[C:10](=[C:2]([NH:1][C:25](=[O:32])[C:26]3[CH:31]=[CH:30][CH:29]=[CH:28][CH:27]=3)[CH:3]=1)[NH:9][C:8]([C:11]1[CH:16]=[CH:15][CH:14]=[CH:13][N:12]=1)=[CH:7]2. The yield is 0.270. (2) The reactants are [C:1]([N:20]1[C:28]2[CH:27]=[C:26]([NH2:29])[N:25]=[CH:24][C:23]=2[CH:22]=[N:21]1)([C:14]1[CH:19]=[CH:18][CH:17]=[CH:16][CH:15]=1)([C:8]1[CH:13]=[CH:12][CH:11]=[CH:10][CH:9]=1)[C:2]1[CH:7]=[CH:6][CH:5]=[CH:4][CH:3]=1.C1N=CN([C:35]([N:37]2C=N[CH:39]=[CH:38]2)=[O:36])C=1.CCN(C(C)C)C(C)C.N1C=CN=C1.[F:56][C:57]1[CH:62]=[CH:61][C:60]([C@H](N)C)=[CH:59][CH:58]=1. The catalyst is CCOC(C)=O.O1CCOCC1. The product is [F:56][C:57]1[CH:62]=[CH:61][C:60]([C@H:38]([NH:37][C:35]([NH:29][C:26]2[N:25]=[CH:24][C:23]3[CH:22]=[N:21][N:20]([C:1]([C:2]4[CH:3]=[CH:4][CH:5]=[CH:6][CH:7]=4)([C:8]4[CH:13]=[CH:12][CH:11]=[CH:10][CH:9]=4)[C:14]4[CH:19]=[CH:18][CH:17]=[CH:16][CH:15]=4)[C:28]=3[CH:27]=2)=[O:36])[CH3:39])=[CH:59][CH:58]=1. The yield is 0.280. (3) The reactants are [NH2:1][C:2]1[CH:22]=[CH:21][C:5]([O:6][C:7]2[CH:20]=[CH:19][C:10]3[NH:11][C:12]([NH:14][C:15](=[O:18])[O:16][CH3:17])=[N:13][C:9]=3[CH:8]=2)=[CH:4][CH:3]=1.[Cl:23][C:24]1[CH:25]=[C:26]([N:30]=[C:31]=[O:32])[CH:27]=[CH:28][CH:29]=1.C(OCC)C. The catalyst is C1COCC1. The product is [Cl:23][C:24]1[CH:25]=[C:26]([NH:30][C:31]([NH:1][C:2]2[CH:22]=[CH:21][C:5]([O:6][C:7]3[CH:20]=[CH:19][C:10]4[NH:11][C:12]([NH:14][C:15](=[O:18])[O:16][CH3:17])=[N:13][C:9]=4[CH:8]=3)=[CH:4][CH:3]=2)=[O:32])[CH:27]=[CH:28][CH:29]=1. The yield is 0.690. (4) No catalyst specified. The product is [CH2:1]([O:5][C:6]1[N:14]=[C:13]2[C:9]([N:10]=[C:11]([OH:24])[N:12]2[CH2:15][C:16]2[CH:21]=[CH:20][CH:19]=[C:18]([CH2:22][C:32]#[N:33])[N:17]=2)=[C:8]([NH2:26])[N:7]=1)[CH2:2][CH2:3][CH3:4]. The reactants are [CH2:1]([O:5][C:6]1[N:14]=[C:13]2[C:9]([N:10]=[C:11]([O:24]C)[N:12]2[CH2:15][C:16]2[CH:21]=[CH:20][CH:19]=[C:18]([CH2:22]O)[N:17]=2)=[C:8]([NH2:26])[N:7]=1)[CH2:2][CH2:3][CH3:4].S(Cl)(Cl)=O.[O-][C:32]#[N:33].[Na+]. The yield is 0.570.